This data is from Forward reaction prediction with 1.9M reactions from USPTO patents (1976-2016). The task is: Predict the product of the given reaction. Given the reactants Cl[C:2]1[C:3](=[O:29])[N:4]([CH2:14][C:15]2[CH:16]=[CH:17][C:18]([NH:21]C(=O)OC(C)(C)C)=[N:19][CH:20]=2)[C:5](=[O:13])[C:6]=1[C:7]1[CH:12]=[CH:11][CH:10]=[CH:9][CH:8]=1.[F:30][CH:31]([F:40])[O:32][C:33]1[CH:39]=[CH:38][C:36]([NH2:37])=[CH:35][CH:34]=1, predict the reaction product. The product is: [NH2:21][C:18]1[N:19]=[CH:20][C:15]([CH2:14][N:4]2[C:5](=[O:13])[C:6]([C:7]3[CH:8]=[CH:9][CH:10]=[CH:11][CH:12]=3)=[C:2]([NH:37][C:36]3[CH:38]=[CH:39][C:33]([O:32][CH:31]([F:30])[F:40])=[CH:34][CH:35]=3)[C:3]2=[O:29])=[CH:16][CH:17]=1.